Predict the reactants needed to synthesize the given product. From a dataset of Full USPTO retrosynthesis dataset with 1.9M reactions from patents (1976-2016). (1) Given the product [Cl:1][C:2]1[C:3]([C:14]2[C:13]([CH3:12])=[CH:18][CH:17]=[CH:16][N:15]=2)=[N:4][C:5]([S:8][CH3:9])=[N:6][CH:7]=1, predict the reactants needed to synthesize it. The reactants are: [Cl:1][C:2]1[C:3](I)=[N:4][C:5]([S:8][CH3:9])=[N:6][CH:7]=1.[Br-].[CH3:12][C:13]1[C:14]([Zn+])=[N:15][CH:16]=[CH:17][CH:18]=1.CCOC(C)=O.O. (2) Given the product [Cl:21][C:22]1[CH:27]=[CH:26][CH:25]=[CH:24][C:23]=1[C:28]1[CH:29]=[N:1][C:2]2[C:3]([C:12]=1[C:14]1[CH:15]=[C:16]([OH:20])[CH:17]=[CH:18][CH:19]=1)=[CH:4][CH:5]=[CH:6][C:7]=2[C:8]([F:11])([F:10])[F:9], predict the reactants needed to synthesize it. The reactants are: [NH2:1][C:2]1[C:7]([C:8]([F:11])([F:10])[F:9])=[CH:6][CH:5]=[CH:4][C:3]=1[C:12]([C:14]1[CH:19]=[CH:18][CH:17]=[C:16]([OH:20])[CH:15]=1)=O.[Cl:21][C:22]1[CH:27]=[CH:26][CH:25]=[CH:24][C:23]=1[CH2:28][CH:29]=O. (3) Given the product [Cl:18][C:14]1[CH:13]=[C:12]([C:9](=[O:8])[C@@H:10]([OH:40])[CH3:11])[CH:17]=[CH:16][CH:15]=1, predict the reactants needed to synthesize it. The reactants are: C([Si]([O:8]/[C:9](/[C:12]1[CH:17]=[CH:16][CH:15]=[C:14]([Cl:18])[CH:13]=1)=[CH:10]\[CH3:11])(C)C)(C)(C)C.CC[C@H]1[C@H]2C[C@H]([C@H](OC3C4C(=CC=CC=4)C(O[C@H](C4C=CN=C5C=4C=C(OC)C=C5)[C@@H]4N5C[C@H](CC)[C@@H](CC5)C4)=NN=3)C3C=CN=C4C=3C=C([O:40]C)C=C4)N(CC2)C1.CS(N)(=O)=O. (4) Given the product [Si:10]([O:22][CH2:21][C:19]1[CH:18]=[CH:17][CH:16]=[C:15]([CH3:14])[N:20]=1)([C:7]([CH3:9])([CH3:8])[CH3:6])([CH3:12])[CH3:11], predict the reactants needed to synthesize it. The reactants are: N1C=CN=C1.[CH3:6][C:7]([Si:10](Cl)([CH3:12])[CH3:11])([CH3:9])[CH3:8].[CH3:14][C:15]1[N:20]=[C:19]([CH2:21][OH:22])[CH:18]=[CH:17][CH:16]=1.O. (5) Given the product [CH:23]1([N:17]2[C:13]3[N:14]=[CH:15][N:16]=[C:11]([NH:10][C@@H:1]4[C:9]5[C:4](=[CH:5][CH:6]=[CH:7][CH:8]=5)[CH2:3][CH2:2]4)[C:12]=3[CH:19]=[CH:18]2)[CH2:24][CH:25]=[CH:20][CH2:26]1, predict the reactants needed to synthesize it. The reactants are: [C@@H:1]1([NH:10][C:11]2[C:12]3[CH:19]=[CH:18][NH:17][C:13]=3[N:14]=[CH:15][N:16]=2)[C:9]2[C:4](=[CH:5][CH:6]=[CH:7][CH:8]=2)[CH2:3][CH2:2]1.[C:20]1([CH3:26])[CH:25]=[CH:24][CH:23]=CC=1.C(=O)([O-])[O-].[Cs+].[Cs+].CS(OC1CC=CC1)(=O)=O. (6) Given the product [CH3:33][O:16][C:15](=[O:17])[C@@H:6]([NH:5][C:18]([O:20][C:21]([CH3:24])([CH3:23])[CH3:22])=[O:19])[CH2:7][C:8]1[CH:9]=[CH:10][C:11]([OH:14])=[CH:12][CH:13]=1, predict the reactants needed to synthesize it. The reactants are: S(Cl)(Cl)=O.[NH2:5][C@H:6]([C:15]([OH:17])=[O:16])[CH2:7][C:8]1[CH:13]=[CH:12][C:11]([OH:14])=[CH:10][CH:9]=1.[C:18](O[C:18]([O:20][C:21]([CH3:24])([CH3:23])[CH3:22])=[O:19])([O:20][C:21]([CH3:24])([CH3:23])[CH3:22])=[O:19].[CH3:33]O.